The task is: Predict the product of the given reaction.. This data is from Forward reaction prediction with 1.9M reactions from USPTO patents (1976-2016). (1) Given the reactants [CH:1]1([C:7]([N:9]2[CH2:18][CH2:17][C:16]3[C:11](=[CH:12][CH:13]=[C:14]([C:19](O)=[O:20])[CH:15]=3)[CH2:10]2)=[O:8])[CH2:6][CH2:5][CH2:4][CH2:3][CH2:2]1.C(Cl)CCl.C1C=CC2N(O)N=NC=2C=1.[NH:36]1[CH2:40][CH2:39][CH2:38][C@H:37]1[CH2:41][N:42]1[CH2:46][CH2:45][CH2:44][CH2:43]1, predict the reaction product. The product is: [CH:1]1([C:7]([N:9]2[CH2:18][CH2:17][C:16]3[C:11](=[CH:12][CH:13]=[C:14]([C:19]([N:36]4[CH2:40][CH2:39][CH2:38][C@H:37]4[CH2:41][N:42]4[CH2:46][CH2:45][CH2:44][CH2:43]4)=[O:20])[CH:15]=3)[CH2:10]2)=[O:8])[CH2:6][CH2:5][CH2:4][CH2:3][CH2:2]1. (2) Given the reactants [C:1]([O:9][C@H:10]1[CH2:15][C@@H:14]([O:16][Si](C(C)(C)C)(C)C)[CH2:13][N:12]([C:24]([O:26][CH2:27][C:28]2[CH:33]=[CH:32][CH:31]=[CH:30][CH:29]=2)=[O:25])[CH2:11]1)(=[O:8])[C:2]1[CH:7]=[CH:6][CH:5]=[CH:4][CH:3]=1.Cl.C(O)(C)C, predict the reaction product. The product is: [C:1]([O:9][C@H:10]1[CH2:15][C@@H:14]([OH:16])[CH2:13][N:12]([C:24]([O:26][CH2:27][C:28]2[CH:33]=[CH:32][CH:31]=[CH:30][CH:29]=2)=[O:25])[CH2:11]1)(=[O:8])[C:2]1[CH:3]=[CH:4][CH:5]=[CH:6][CH:7]=1. (3) Given the reactants [CH3:1][O:2][CH2:3][C@@H:4]1[CH2:9][N:8]([CH2:10][C:11]2[N:12]=[C:13]([CH3:16])[O:14][CH:15]=2)[CH2:7][CH2:6][N:5]1C(OC(C)(C)C)=O.C(O)(C(F)(F)F)=O, predict the reaction product. The product is: [CH3:1][O:2][CH2:3][C@H:4]1[NH:5][CH2:6][CH2:7][N:8]([CH2:10][C:11]2[N:12]=[C:13]([CH3:16])[O:14][CH:15]=2)[CH2:9]1.